This data is from Peptide-MHC class I binding affinity with 185,985 pairs from IEDB/IMGT. The task is: Regression. Given a peptide amino acid sequence and an MHC pseudo amino acid sequence, predict their binding affinity value. This is MHC class I binding data. (1) The peptide sequence is VTPDYADTLLH. The MHC is Mamu-A02 with pseudo-sequence Mamu-A02. The binding affinity (normalized) is 0.0784. (2) The peptide sequence is RRQDILDLWIY. The MHC is HLA-A68:01 with pseudo-sequence HLA-A68:01. The binding affinity (normalized) is 0.0289.